The task is: Predict which catalyst facilitates the given reaction.. This data is from Catalyst prediction with 721,799 reactions and 888 catalyst types from USPTO. Reactant: [CH:1]1[CH:2]=[C:3]([N:9]2[CH2:14][CH2:13][N:12]([CH2:15][CH2:16][CH2:17][CH2:18][O:19][C:20]3[CH:21]=[CH:22][C:23]4[CH2:30][CH2:29][C:27](=[O:28])[NH:26][C:24]=4[CH:25]=3)[CH2:11][CH2:10]2)[C:4]([Cl:8])=[C:5]([Cl:7])[CH:6]=1.[C:31]([OH:39])(=[O:38])[C:32]1[CH:37]=[CH:36][CH:35]=[N:34][CH:33]=1.C(O)C. Product: [CH:1]1[CH:2]=[C:3]([N:9]2[CH2:14][CH2:13][N:12]([CH2:15][CH2:16][CH2:17][CH2:18][O:19][C:20]3[CH:21]=[CH:22][C:23]4[CH2:30][CH2:29][C:27](=[O:28])[NH:26][C:24]=4[CH:25]=3)[CH2:11][CH2:10]2)[C:4]([Cl:8])=[C:5]([Cl:7])[CH:6]=1.[C:31]([OH:39])(=[O:38])[C:32]1[CH:37]=[CH:36][CH:35]=[N:34][CH:33]=1. The catalyst class is: 4.